This data is from Forward reaction prediction with 1.9M reactions from USPTO patents (1976-2016). The task is: Predict the product of the given reaction. (1) Given the reactants C(OC([N:8](COCC[Si](C)(C)C)[C:9]1[S:10][C@:11]2([C:34]([O:36][CH3:37])=[O:35])[C@H:13]([C@:14]([C:17]3[C:18]([F:33])=[N:19][CH:20]=[C:21]([NH:23][C:24](=[O:32])[C:25]4[CH:30]=[CH:29][C:28]([Cl:31])=[CH:27][N:26]=4)[CH:22]=3)([CH3:16])[N:15]=1)[CH2:12]2)=O)(C)(C)C.S(=O)(=O)(O)O.CCOC(C)=O, predict the reaction product. The product is: [NH2:8][C:9]1[S:10][C@:11]2([C:34]([O:36][CH3:37])=[O:35])[C@H:13]([C@:14]([C:17]3[C:18]([F:33])=[N:19][CH:20]=[C:21]([NH:23][C:24](=[O:32])[C:25]4[CH:30]=[CH:29][C:28]([Cl:31])=[CH:27][N:26]=4)[CH:22]=3)([CH3:16])[N:15]=1)[CH2:12]2. (2) Given the reactants [CH3:1][N:2]1[C:7]2=[C:8]3[N:13]([C:14]([C:15]4[CH:16]=[C:17]([CH3:21])[CH:18]=[CH:19][CH:20]=4)=[C:6]2[C:5](=[O:31])[N:4]([CH3:32])[C:3]1=[O:33])[CH2:12][CH2:11][CH:10]=[C:9]3B1OC(C)(C)C(C)(C)O1.I[C:35]1[S:36][CH:37]=[C:38]([CH3:40])[N:39]=1.[OH-].[Ba+2].[OH-], predict the reaction product. The product is: [CH3:1][N:2]1[C:7]2=[C:8]3[N:13]([C:14]([C:15]4[CH:16]=[C:17]([CH3:21])[CH:18]=[CH:19][CH:20]=4)=[C:6]2[C:5](=[O:31])[N:4]([CH3:32])[C:3]1=[O:33])[CH2:12][CH2:11][CH:10]=[C:9]3[C:35]1[S:36][CH:37]=[C:38]([CH3:40])[N:39]=1. (3) Given the reactants Cl.[CH:2]1([N:5]([CH:19]2[CH2:24][CH2:23][NH:22][CH2:21][CH2:20]2)[C:6](=[O:18])[C:7]2[CH:12]=[CH:11][C:10]([C:13]3[O:17][CH:16]=[N:15][CH:14]=3)=[CH:9][CH:8]=2)[CH2:4][CH2:3]1.Cl[C:26]1[S:27][C:28]([C:31]([F:34])([F:33])[F:32])=[N:29][N:30]=1, predict the reaction product. The product is: [CH:2]1([N:5]([CH:19]2[CH2:24][CH2:23][N:22]([C:26]3[S:27][C:28]([C:31]([F:34])([F:33])[F:32])=[N:29][N:30]=3)[CH2:21][CH2:20]2)[C:6](=[O:18])[C:7]2[CH:8]=[CH:9][C:10]([C:13]3[O:17][CH:16]=[N:15][CH:14]=3)=[CH:11][CH:12]=2)[CH2:4][CH2:3]1. (4) Given the reactants C(Cl)(=O)C(Cl)=O.[F:7][C:8]1[CH:13]=[CH:12][C:11]([C:14]2[C:18]([C:19]3[CH:24]=[CH:23][C:22]([F:25])=[CH:21][CH:20]=3)=[C:17]([CH:26]=[O:27])[N:16]([CH:28]([CH3:30])[CH3:29])[C:15]=2[C:31]([OH:33])=O)=[CH:10][CH:9]=1.C(N(C(C)C)CC)(C)C.Cl.[CH3:44][S:45]([C:48]1[CH:55]=[CH:54][C:51]([CH2:52][NH2:53])=[CH:50][CH:49]=1)(=[O:47])=[O:46].Cl, predict the reaction product. The product is: [CH3:44][S:45]([C:48]1[CH:55]=[CH:54][C:51]([CH2:52][NH:53][C:31]([C:15]2[N:16]([CH:28]([CH3:29])[CH3:30])[C:17]([CH:26]=[O:27])=[C:18]([C:19]3[CH:24]=[CH:23][C:22]([F:25])=[CH:21][CH:20]=3)[C:14]=2[C:11]2[CH:10]=[CH:9][C:8]([F:7])=[CH:13][CH:12]=2)=[O:33])=[CH:50][CH:49]=1)(=[O:46])=[O:47]. (5) Given the reactants [F:1][C@H:2]1[CH2:6][N:5]([C:7](=[O:35])[C@@H:8]([NH:13][C@@H:14]([C:19]2[CH:24]=[CH:23][C:22]([C:25]3[CH:30]=[CH:29][C:28]([S:31]([CH3:34])(=[O:33])=[O:32])=[CH:27][CH:26]=3)=[CH:21][CH:20]=2)[C:15]([F:18])([F:17])[F:16])[CH2:9][CH:10]([CH3:12])[CH3:11])[C@@H:4]2[C@@H:36]([OH:39])[CH2:37][O:38][C@H:3]12.CC(OI1(OC(C)=O)(OC(C)=O)OC(=O)C2C=CC=CC1=2)=O, predict the reaction product. The product is: [F:1][C@H:2]1[CH2:6][N:5]([C:7](=[O:35])[C@@H:8]([NH:13][C@@H:14]([C:19]2[CH:20]=[CH:21][C:22]([C:25]3[CH:30]=[CH:29][C:28]([S:31]([CH3:34])(=[O:33])=[O:32])=[CH:27][CH:26]=3)=[CH:23][CH:24]=2)[C:15]([F:17])([F:16])[F:18])[CH2:9][CH:10]([CH3:12])[CH3:11])[C@@H:4]2[C:36](=[O:39])[CH2:37][O:38][C@H:3]12.